This data is from Full USPTO retrosynthesis dataset with 1.9M reactions from patents (1976-2016). The task is: Predict the reactants needed to synthesize the given product. (1) Given the product [Cl:35][C:22]1[CH:21]=[C:20]([N:14]2[CH2:13][CH2:12][C:11]3[C:16](=[CH:17][CH:18]=[C:9]([F:8])[CH:10]=3)[CH2:15]2)[CH:25]=[C:24]([CH3:26])[C:23]=1[NH:27][C:28](=[O:34])[CH2:29][C:30]([CH3:32])([CH3:31])[CH3:33], predict the reactants needed to synthesize it. The reactants are: CC(C)([O-])C.[K+].Cl.[F:8][C:9]1[CH:10]=[C:11]2[C:16](=[CH:17][CH:18]=1)[CH2:15][NH:14][CH2:13][CH2:12]2.Br[C:20]1[CH:25]=[C:24]([CH3:26])[C:23]([NH:27][C:28](=[O:34])[CH2:29][C:30]([CH3:33])([CH3:32])[CH3:31])=[C:22]([Cl:35])[CH:21]=1. (2) The reactants are: [CH:1]1([CH2:4][O:5][C:6]2[N:11]=[C:10]([C:12]([OH:14])=O)[CH:9]=[CH:8][C:7]=2[C:15]([F:18])([F:17])[F:16])[CH2:3][CH2:2]1.C1(N(C2N=C(C)ON=2)C)CC1.[CH:30]1([CH2:33][C@H:34]([NH2:41])[C:35]2[N:39]=[C:38]([CH3:40])[O:37][N:36]=2)[CH2:32]C1. Given the product [CH:33]1([CH:34]([NH:41][C:12]([C:10]2[CH:9]=[CH:8][C:7]([C:15]([F:18])([F:17])[F:16])=[C:6]([O:5][CH2:4][CH:1]3[CH2:2][CH2:3]3)[N:11]=2)=[O:14])[C:35]2[N:39]=[C:38]([CH3:40])[O:37][N:36]=2)[CH2:30][CH2:32]1, predict the reactants needed to synthesize it. (3) Given the product [Cl:1][C:2]1[C:3]([C:38]2[S:42][C:41]([C:43]3([OH:47])[CH2:46][CH2:45][CH2:44]3)=[N:40][CH:39]=2)=[C:4]2[CH:10]=[C:9]([C:11]3[CH:20]=[C:19]4[C:14]([CH2:15][CH2:16][NH:17][CH2:18]4)=[CH:13][CH:12]=3)[N:8]([S:28]([C:31]3[CH:32]=[CH:33][C:34]([CH3:35])=[CH:36][CH:37]=3)(=[O:29])=[O:30])[C:5]2=[N:6][CH:7]=1, predict the reactants needed to synthesize it. The reactants are: [Cl:1][C:2]1[C:3]([C:38]2[S:42][C:41]([C:43]3([O:47]COC)[CH2:46][CH2:45][CH2:44]3)=[N:40][CH:39]=2)=[C:4]2[CH:10]=[C:9]([C:11]3[CH:20]=[C:19]4[C:14]([CH2:15][CH2:16][N:17](C(OC(C)(C)C)=O)[CH2:18]4)=[CH:13][CH:12]=3)[N:8]([S:28]([C:31]3[CH:37]=[CH:36][C:34]([CH3:35])=[CH:33][CH:32]=3)(=[O:30])=[O:29])[C:5]2=[N:6][CH:7]=1.Cl. (4) Given the product [NH3:10].[Cl:1][C:2]1[CH:3]=[C:4]([CH:8]=[CH:9][N:10]=1)[C:5]([NH:15][CH2:16][CH2:17][N:13]([CH3:14])[CH3:11])=[O:7], predict the reactants needed to synthesize it. The reactants are: [Cl:1][C:2]1[CH:3]=[C:4]([CH:8]=[CH:9][N:10]=1)[C:5]([OH:7])=O.[C:11](N1C=CN=C1)([N:13]1[CH:17]=[CH:16][N:15]=[CH:14]1)=O.CN(C)CCN. (5) Given the product [F:30][C:25]1[CH:24]=[C:23]([CH:28]=[CH:27][C:26]=1[F:29])[CH2:22][NH:21][C:20]([C:18]1[CH:17]=[CH:16][C:15]([F:32])=[C:14]([NH:13][C:11]([C:8]2[N:5]3[CH:6]=[CH:7][C:2]([C:42]4[CH:41]=[CH:40][C:35]([C:36]([O:38][CH3:39])=[O:37])=[C:34]([F:33])[CH:43]=4)=[CH:3][C:4]3=[N:10][CH:9]=2)=[O:12])[CH:19]=1)=[O:31], predict the reactants needed to synthesize it. The reactants are: Br[C:2]1[CH:7]=[CH:6][N:5]2[C:8]([C:11]([NH:13][C:14]3[CH:19]=[C:18]([C:20](=[O:31])[NH:21][CH2:22][C:23]4[CH:28]=[CH:27][C:26]([F:29])=[C:25]([F:30])[CH:24]=4)[CH:17]=[CH:16][C:15]=3[F:32])=[O:12])=[CH:9][N:10]=[C:4]2[CH:3]=1.[F:33][C:34]1[CH:43]=[C:42](B2OC(C)(C)C(C)(C)O2)[CH:41]=[CH:40][C:35]=1[C:36]([O:38][CH3:39])=[O:37].C(=O)([O-])[O-].[Cs+].[Cs+].C(Cl)Cl. (6) Given the product [NH2:13][CH2:12][CH:9]1[CH2:8][C:7]2[CH:6]=[C:5]([C:21]3[CH:22]=[CH:23][C:24]([C:27]([N:29]4[CH2:30][CH2:31][O:32][CH2:33][CH2:34]4)=[O:28])=[CH:25][CH:26]=3)[CH:4]=[C:3]([OH:2])[C:11]=2[O:10]1, predict the reactants needed to synthesize it. The reactants are: C[O:2][C:3]1[C:11]2[O:10][CH:9]([CH2:12][NH:13]C(=O)OC(C)(C)C)[CH2:8][C:7]=2[CH:6]=[C:5]([C:21]2[CH:26]=[CH:25][C:24]([C:27]([N:29]3[CH2:34][CH2:33][O:32][CH2:31][CH2:30]3)=[O:28])=[CH:23][CH:22]=2)[CH:4]=1.B(Br)(Br)Br. (7) Given the product [N:16]([CH2:2][C:3]1[S:4][CH:5]=[CH:6][C:7]=1[S:8](=[O:15])(=[O:14])[N:9]([CH2:12][CH3:13])[CH2:10][CH3:11])=[N+:17]=[N-:18], predict the reactants needed to synthesize it. The reactants are: Cl[CH2:2][C:3]1[S:4][CH:5]=[CH:6][C:7]=1[S:8](=[O:15])(=[O:14])[N:9]([CH2:12][CH3:13])[CH2:10][CH3:11].[N-:16]=[N+:17]=[N-:18].[Na+].O.